This data is from Forward reaction prediction with 1.9M reactions from USPTO patents (1976-2016). The task is: Predict the product of the given reaction. (1) Given the reactants [Mg].Br[C:3]1[CH:8]=[CH:7][C:6]([C:9]2[CH:14]=[CH:13][CH:12]=[CH:11][C:10]=2[CH:15]=[CH2:16])=[CH:5][CH:4]=1.[O:17]=[C:18]1[CH2:22][N:21]([C:23]([O:25][CH2:26][CH2:27][Si:28]([CH3:31])([CH3:30])[CH3:29])=[O:24])[C@H:20]([C:32]([O:34][CH3:35])=[O:33])[CH2:19]1, predict the reaction product. The product is: [OH:17][C@:18]1([C:3]2[CH:8]=[CH:7][C:6]([C:9]3[CH:14]=[CH:13][CH:12]=[CH:11][C:10]=3[CH:15]=[CH2:16])=[CH:5][CH:4]=2)[CH2:22][N:21]([C:23]([O:25][CH2:26][CH2:27][Si:28]([CH3:30])([CH3:31])[CH3:29])=[O:24])[C@H:20]([C:32]([O:34][CH3:35])=[O:33])[CH2:19]1. (2) Given the reactants [Cl:1][C:2]1[CH:7]=[CH:6][C:5](B(O)O)=[CH:4][C:3]=1[C:11]([NH:13][CH2:14][CH2:15][C:16]1[CH:21]=[CH:20][CH:19]=[CH:18][C:17]=1[Cl:22])=[O:12].Br[C:24]1[CH:33]=[CH:32][CH:31]=[CH:30][C:25]=1[C:26]([O:28][CH3:29])=[O:27].C(=O)([O-])[O-].[K+].[K+].O, predict the reaction product. The product is: [Cl:1][C:2]1[CH:7]=[CH:6][C:5]([C:24]2[C:25]([C:26]([O:28][CH3:29])=[O:27])=[CH:30][CH:31]=[CH:32][CH:33]=2)=[CH:4][C:3]=1[C:11]([NH:13][CH2:14][CH2:15][C:16]1[CH:21]=[CH:20][CH:19]=[CH:18][C:17]=1[Cl:22])=[O:12].